This data is from Reaction yield outcomes from USPTO patents with 853,638 reactions. The task is: Predict the reaction yield, written as a fraction of the theoretical maximum amount of product (1.0 means a 100% yield; for example, 0.34 means a 34% yield). (1) The reactants are [C:1]([NH:20][CH2:21][CH2:22][CH2:23][N:24]([CH3:26])[CH3:25])(=[O:19])[CH2:2][CH2:3][CH2:4][CH2:5][CH2:6][CH2:7][CH2:8][CH2:9][CH2:10][CH2:11][CH2:12][CH2:13][CH2:14][CH2:15][CH2:16][CH2:17][CH3:18].[Cl:27][CH2:28][C:29]([O:31][C:32]1[CH:37]=[CH:36][C:35]([CH:38]([CH3:40])[CH3:39])=[C:34]([CH3:41])[CH:33]=1)=[O:30].ClCC([O-])=O. The catalyst is C(Cl)(Cl)Cl. The product is [Cl-:27].[CH3:26][N+:24]([CH3:25])([CH2:28][C:29]([O:31][C:32]1[CH:37]=[CH:36][C:35]([CH:38]([CH3:40])[CH3:39])=[C:34]([CH3:41])[CH:33]=1)=[O:30])[CH2:23][CH2:22][CH2:21][NH:20][C:1](=[O:19])[CH2:2][CH2:3][CH2:4][CH2:5][CH2:6][CH2:7][CH2:8][CH2:9][CH2:10][CH2:11][CH2:12][CH2:13][CH2:14][CH2:15][CH2:16][CH2:17][CH3:18]. The yield is 0.780. (2) The reactants are [N:1]1([C:7]([N:9]2[CH2:14][CH2:13][NH:12][CH:11]([C:15]([O:17][CH2:18][CH3:19])=[O:16])[CH2:10]2)=[O:8])[CH2:6][CH2:5][O:4][CH2:3][CH2:2]1.[CH2:20]([O:24][C:25]1[CH:30]=[CH:29][C:28]([S:31](Cl)(=[O:33])=[O:32])=[CH:27][CH:26]=1)[C:21]#[C:22][CH3:23].O. The catalyst is N1C=CC=CC=1. The product is [CH2:18]([O:17][C:15]([CH:11]1[CH2:10][N:9]([C:7]([N:1]2[CH2:6][CH2:5][O:4][CH2:3][CH2:2]2)=[O:8])[CH2:14][CH2:13][N:12]1[S:31]([C:28]1[CH:27]=[CH:26][C:25]([O:24][CH2:20][C:21]#[C:22][CH3:23])=[CH:30][CH:29]=1)(=[O:33])=[O:32])=[O:16])[CH3:19]. The yield is 0.810. (3) The reactants are Cl[C:2]1[CH2:7][CH2:6][CH2:5][CH2:4][C:3]=1[CH:8]=O.[CH3:10][O:11][C:12](=[O:15])[CH2:13][SH:14].C(N(CC)CC)C.C[O-].[Na+]. The catalyst is N1C=CC=CC=1.C(OCC)(=O)C. The product is [CH3:10][O:11][C:12]([C:13]1[S:14][C:2]2[CH2:7][CH2:6][CH2:5][CH2:4][C:3]=2[CH:8]=1)=[O:15]. The yield is 0.360. (4) The reactants are [CH2:1]([O:8][C:9](=[O:21])[C@H:10]([CH2:19][OH:20])[NH:11][CH2:12][C:13]1[CH:18]=[CH:17][CH:16]=[CH:15][CH:14]=1)[C:2]1[CH:7]=[CH:6][CH:5]=[CH:4][CH:3]=1.Br[CH2:23][C:24]([CH3:26])=[CH2:25].C([O-])([O-])=O.[K+].[K+].[I:33]I. The catalyst is CC#N.CCOC(C)=O.CCCCCC. The product is [CH2:1]([O:8][C:9]([CH:10]1[CH2:19][O:20][C:24]([CH2:23][I:33])([CH3:25])[CH2:26][N:11]1[CH2:12][C:13]1[CH:18]=[CH:17][CH:16]=[CH:15][CH:14]=1)=[O:21])[C:2]1[CH:3]=[CH:4][CH:5]=[CH:6][CH:7]=1. The yield is 0.640. (5) The reactants are [CH2:1]([N:5]([CH2:41][CH2:42]CC)[C:6]([C:8]1[N:9]=[C:10]([C:21]2[CH:30]=CC(C(OC)=O)=CC=2C(OCC2C=CC=CC=2)=O)N(CCC2C=CC=CC=2)C=1)=O)CCC.[CH2:45]([N:49]([CH2:77][CH2:78][CH2:79][CH3:80])[C:50]([C:52]1[N:53]=[C:54]([C:57]2[CH:66]=[CH:65][C:60]([C:61]([O:63][CH3:64])=[O:62])=[CH:59][C:58]=2[C:67]([O:69][CH2:70][C:71]2[CH:76]=[CH:75][CH:74]=[CH:73][CH:72]=2)=[O:68])[NH:55][CH:56]=1)=[O:51])[CH2:46][CH2:47][CH3:48].BrCCCN1CCN(C)CC1. No catalyst specified. The product is [CH2:77]([N:49]([CH2:45][CH2:46][CH2:47][CH3:48])[C:50]([C:52]1[N:53]=[C:54]([C:57]2[CH:66]=[CH:65][C:60]([C:61]([O:63][CH3:64])=[O:62])=[CH:59][C:58]=2[C:67]([O:69][CH2:70][C:71]2[CH:72]=[CH:73][CH:74]=[CH:75][CH:76]=2)=[O:68])[N:55]([CH2:30][CH2:21][CH2:10][N:9]2[CH2:8][CH2:6][N:5]([CH3:1])[CH2:41][CH2:42]2)[CH:56]=1)=[O:51])[CH2:78][CH2:79][CH3:80]. The yield is 0.700.